Task: Predict the reactants needed to synthesize the given product.. Dataset: Full USPTO retrosynthesis dataset with 1.9M reactions from patents (1976-2016) (1) The reactants are: [CH3:1][C:2]1[CH:20]=[C:19]([CH3:21])[CH:18]=[CH:17][C:3]=1[O:4][C:5]1[S:6][C:7]2[C:13]([N+:14]([O-])=O)=[CH:12][CH:11]=[CH:10][C:8]=2[N:9]=1.O.O.[Sn](Cl)Cl. Given the product [CH3:1][C:2]1[CH:20]=[C:19]([CH3:21])[CH:18]=[CH:17][C:3]=1[O:4][C:5]1[S:6][C:7]2[C:13]([NH2:14])=[CH:12][CH:11]=[CH:10][C:8]=2[N:9]=1, predict the reactants needed to synthesize it. (2) Given the product [Cl:13][C:14]1[CH:15]=[C:16]([S:21]([NH:1][C:2]2[CH:11]=[CH:10][C:5]([C:6]([O:8][CH3:9])=[O:7])=[C:4]([OH:12])[CH:3]=2)(=[O:23])=[O:22])[CH:17]=[CH:18][C:19]=1[CH3:20], predict the reactants needed to synthesize it. The reactants are: [NH2:1][C:2]1[CH:3]=[C:4]([OH:12])[C:5](=[CH:10][CH:11]=1)[C:6]([O:8][CH3:9])=[O:7].[Cl:13][C:14]1[CH:15]=[C:16]([S:21](Cl)(=[O:23])=[O:22])[CH:17]=[CH:18][C:19]=1[CH3:20]. (3) Given the product [Br:6][C:7]1[C:8]([O:3][CH:2]([CH3:4])[CH3:1])=[N:9][C:10]([O:3][CH:2]([CH3:4])[CH3:1])=[N:11][CH:12]=1, predict the reactants needed to synthesize it. The reactants are: [CH3:1][CH:2]([CH3:4])[O-:3].[Na+].[Br:6][C:7]1[C:8](Cl)=[N:9][C:10](Cl)=[N:11][CH:12]=1.